Dataset: Forward reaction prediction with 1.9M reactions from USPTO patents (1976-2016). Task: Predict the product of the given reaction. (1) Given the reactants [NH:1]1[CH:5]=[N:4][N:3]=[N:2]1.[H-].[Na+].[CH3:8][O:9][C:10]1[CH:19]=[CH:18][C:17]([CH2:20]Cl)=[CH:16][C:11]=1[C:12]([O:14][CH3:15])=[O:13].CCCCCC.C(OCC)(=O)C, predict the reaction product. The product is: [CH3:8][O:9][C:10]1[CH:19]=[CH:18][C:17]([CH2:20][N:1]2[CH:5]=[N:4][N:3]=[N:2]2)=[CH:16][C:11]=1[C:12]([O:14][CH3:15])=[O:13]. (2) Given the reactants [C:1]([C:5]1[CH:6]=[C:7]([NH:18][C:19]([NH:21][C:22]2[C:31]3[C:26](=[CH:27][CH:28]=[CH:29][CH:30]=3)[C:25]([O:32][C:33]3[CH:38]=[CH:37][N:36]=[C:35](Cl)[N:34]=3)=[CH:24][CH:23]=2)=[O:20])[C:8]([O:16][CH3:17])=[C:9]([NH:11][S:12]([CH3:15])(=[O:14])=[O:13])[CH:10]=1)([CH3:4])([CH3:3])[CH3:2].[NH2:40][C:41]1[CH:42]=[C:43]([CH:57]=[C:58]([O:60][CH3:61])[CH:59]=1)[C:44]([NH:46][CH2:47][CH2:48][O:49][CH2:50][CH2:51][O:52][CH2:53][CH2:54][O:55][CH3:56])=[O:45], predict the reaction product. The product is: [C:1]([C:5]1[CH:10]=[C:9]([NH:11][S:12]([CH3:15])(=[O:14])=[O:13])[C:8]([O:16][CH3:17])=[C:7]([NH:18][C:19](=[O:20])[NH:21][C:22]2[C:31]3[C:26](=[CH:27][CH:28]=[CH:29][CH:30]=3)[C:25]([O:32][C:33]3[CH:38]=[CH:37][N:36]=[C:35]([NH:40][C:41]4[CH:42]=[C:43]([CH:57]=[C:58]([O:60][CH3:61])[CH:59]=4)[C:44]([NH:46][CH2:47][CH2:48][O:49][CH2:50][CH2:51][O:52][CH2:53][CH2:54][O:55][CH3:56])=[O:45])[N:34]=3)=[CH:24][CH:23]=2)[CH:6]=1)([CH3:4])([CH3:3])[CH3:2]. (3) Given the reactants S(Cl)(Cl)=O.[C:5]([OH:10])(=O)[C:6]([CH3:8])=[O:7].[Cl:11][C:12]1[C:17]([NH2:18])=[CH:16][CH:15]=[C:14]([Cl:19])[N:13]=1, predict the reaction product. The product is: [Cl:11][C:12]1[C:17]([NH:18][C:5](=[O:10])[C:6](=[O:7])[CH3:8])=[CH:16][CH:15]=[C:14]([Cl:19])[N:13]=1. (4) Given the reactants S[C:2]1[CH:7]=[CH:6][CH:5]=[CH:4][N:3]=1.[S:8](=[O:12])(=O)(O)[OH:9].[Cl:13][O-].[Na+], predict the reaction product. The product is: [N:3]1[CH:4]=[CH:5][CH:6]=[CH:7][C:2]=1[S:8]([Cl:13])(=[O:12])=[O:9].